Dataset: Catalyst prediction with 721,799 reactions and 888 catalyst types from USPTO. Task: Predict which catalyst facilitates the given reaction. Reactant: [CH3:1][O:2][C:3]1[C@@H:4]([CH2:14][C:15]2[CH:20]=[CH:19][C:18]([C:21]([F:24])([F:23])[F:22])=[CH:17][C:16]=2[F:25])[N:5]=C(OC)[C@H](C(C)C)N=1.C(#N)C.ClCCl.FC(F)(F)C(O)=[O:35].[C:47](O[C:47]([O:49][C:50]([CH3:53])([CH3:52])[CH3:51])=[O:48])([O:49][C:50]([CH3:53])([CH3:52])[CH3:51])=[O:48]. Product: [CH3:1][O:2][C:3](=[O:35])[C@@H:4]([CH2:14][C:15]1[CH:20]=[CH:19][C:18]([C:21]([F:24])([F:23])[F:22])=[CH:17][C:16]=1[F:25])[NH:5][C:47]([O:49][C:50]([CH3:51])([CH3:52])[CH3:53])=[O:48]. The catalyst class is: 7.